This data is from Forward reaction prediction with 1.9M reactions from USPTO patents (1976-2016). The task is: Predict the product of the given reaction. (1) Given the reactants [C:1]([C:5]1[CH:18]=[CH:17][C:16]2[C:7](=[C:8]([C:19]3[CH:24]=[CH:23][CH:22]=[CH:21][CH:20]=3)[C:9]3[C:14]([CH:15]=2)=[CH:13][CH:12]=[CH:11][CH:10]=3)[CH:6]=1)([CH3:4])([CH3:3])[CH3:2].[Br:25]N1C(=O)CCC1=O.CN(C)C=O, predict the reaction product. The product is: [Br:25][C:15]1[C:14]2[C:9](=[CH:10][CH:11]=[CH:12][CH:13]=2)[C:8]([C:19]2[CH:24]=[CH:23][CH:22]=[CH:21][CH:20]=2)=[C:7]2[C:16]=1[CH:17]=[CH:18][C:5]([C:1]([CH3:4])([CH3:2])[CH3:3])=[CH:6]2. (2) Given the reactants [Br:1][C:2]1[CH:3]=[CH:4][C:5](=[O:8])[NH:6][CH:7]=1.[CH:9]1(B(O)O)[CH2:11][CH2:10]1.N1C=CC=CC=1C1C=CC=CN=1.C(=O)([O-])[O-].[Na+].[Na+].[Cl-].[NH4+], predict the reaction product. The product is: [Br:1][C:2]1[CH:3]=[CH:4][C:5](=[O:8])[N:6]([CH:9]2[CH2:11][CH2:10]2)[CH:7]=1. (3) Given the reactants [CH:1]1([C:7]2[C:8]3[CH:9]=[CH:10][C:11]([C:36]([O:38]C)=[O:37])=[CH:12][C:13]=3[N:14]3[CH2:20][C:19]([C:21]([NH:23][CH2:24][C@@H:25]4[CH2:29][CH2:28][CH2:27][O:26]4)=[O:22])=[CH:18][C:17]4[CH:30]=[C:31]([O:34][CH3:35])[CH:32]=[CH:33][C:16]=4[C:15]=23)[CH2:6][CH2:5][CH2:4][CH2:3][CH2:2]1.CI.[H-].[Na+].[CH3:44]NC(N)=O, predict the reaction product. The product is: [CH:1]1([C:7]2[C:8]3[CH:9]=[CH:10][C:11]([C:36]([OH:38])=[O:37])=[CH:12][C:13]=3[N:14]3[CH2:20][C:19]([C:21]([N:23]([CH3:44])[CH2:24][C@@H:25]4[CH2:29][CH2:28][CH2:27][O:26]4)=[O:22])=[CH:18][C:17]4[CH:30]=[C:31]([O:34][CH3:35])[CH:32]=[CH:33][C:16]=4[C:15]=23)[CH2:6][CH2:5][CH2:4][CH2:3][CH2:2]1. (4) The product is: [Br:1][C:2]1[S:3][C:4]([C:13]2[CH:18]=[CH:17][CH:16]=[CH:15][CH:14]=2)=[CH:5][C:6]=1[CH:7]([O:12][C:6]([CH3:7])([CH3:5])[CH3:2])[C:8]([O:10][CH3:11])=[O:9]. Given the reactants [Br:1][C:2]1[S:3][C:4]([C:13]2[CH:18]=[CH:17][CH:16]=[CH:15][CH:14]=2)=[CH:5][C:6]=1[CH:7]([OH:12])[C:8]([O:10][CH3:11])=[O:9].Cl(O)(=O)(=O)=O.C(=O)([O-])[O-].[K+].[K+], predict the reaction product. (5) Given the reactants [F:1][C:2]([F:41])([F:40])[C@H:3]([N:27]1[CH2:31][CH2:30][C@H:29]([NH:32]C(=O)OC(C)(C)C)[CH2:28]1)[C:4]1[CH:5]=[CH:6][C:7]2[N:8]([C:10]([C:13]3[CH:22]=[CH:21][C:20]4[C:15](=[CH:16][C:17]([CH:23]5[CH2:26][O:25][CH2:24]5)=[CH:18][CH:19]=4)[N:14]=3)=[N:11][N:12]=2)[CH:9]=1, predict the reaction product. The product is: [F:41][C:2]([F:1])([F:40])[C@H:3]([N:27]1[CH2:31][CH2:30][C@H:29]([NH2:32])[CH2:28]1)[C:4]1[CH:5]=[CH:6][C:7]2[N:8]([C:10]([C:13]3[CH:22]=[CH:21][C:20]4[C:15](=[CH:16][C:17]([CH:23]5[CH2:26][O:25][CH2:24]5)=[CH:18][CH:19]=4)[N:14]=3)=[N:11][N:12]=2)[CH:9]=1.